This data is from NCI-60 drug combinations with 297,098 pairs across 59 cell lines. The task is: Regression. Given two drug SMILES strings and cell line genomic features, predict the synergy score measuring deviation from expected non-interaction effect. (1) Drug 1: C1=CC(=CC=C1CC(C(=O)O)N)N(CCCl)CCCl.Cl. Drug 2: C1C(C(OC1N2C=NC3=C(N=C(N=C32)Cl)N)CO)O. Cell line: NCI-H460. Synergy scores: CSS=16.2, Synergy_ZIP=1.77, Synergy_Bliss=0.996, Synergy_Loewe=-2.17, Synergy_HSA=-1.41. (2) Drug 1: CC1=C(C=C(C=C1)NC2=NC=CC(=N2)N(C)C3=CC4=NN(C(=C4C=C3)C)C)S(=O)(=O)N.Cl. Drug 2: CC1OCC2C(O1)C(C(C(O2)OC3C4COC(=O)C4C(C5=CC6=C(C=C35)OCO6)C7=CC(=C(C(=C7)OC)O)OC)O)O. Cell line: BT-549. Synergy scores: CSS=33.5, Synergy_ZIP=7.82, Synergy_Bliss=6.60, Synergy_Loewe=-10.6, Synergy_HSA=4.57.